This data is from Catalyst prediction with 721,799 reactions and 888 catalyst types from USPTO. The task is: Predict which catalyst facilitates the given reaction. Reactant: [CH3:1][C@@H:2]([OH:5])[C:3]#[CH:4].C1(P(C2C=CC=CC=2)C2C=CC=CC=2)C=CC=CC=1.O[C:26]1[CH:27]=[C:28]([CH3:36])[C:29]([C:32]([O:34][CH3:35])=[O:33])=[N:30][CH:31]=1.N(C(OC(C)C)=O)=NC(OC(C)C)=O.CC(OC(/N=N/C(OC(C)C)=O)=O)C. Product: [CH3:1][C@H:2]([O:5][C:26]1[CH:27]=[C:28]([CH3:36])[C:29]([C:32]([O:34][CH3:35])=[O:33])=[N:30][CH:31]=1)[C:3]#[CH:4]. The catalyst class is: 1.